This data is from Reaction yield outcomes from USPTO patents with 853,638 reactions. The task is: Predict the reaction yield, written as a fraction of the theoretical maximum amount of product (1.0 means a 100% yield; for example, 0.34 means a 34% yield). (1) The reactants are [OH:1][C:2]1[CH:10]=[CH:9][C:5]([C:6]([OH:8])=O)=[CH:4][CH:3]=1.[NH:11]1[CH2:16][CH2:15][CH2:14][C@@H:13]2[C:17]3[CH:18]=[CH:19][CH:20]=[CH:21][C:22]=3[CH2:23][C@H:12]12.F[P-](F)(F)(F)(F)F.N1(OC(N(C)C)=[N+](C)C)C2N=CC=CC=2N=N1. No catalyst specified. The product is [N:11]1([C:6]([C:5]2[CH:4]=[CH:3][C:2]([OH:1])=[CH:10][CH:9]=2)=[O:8])[CH2:16][CH2:15][CH2:14][C@@H:13]2[C:17]3[CH:18]=[CH:19][CH:20]=[CH:21][C:22]=3[CH2:23][C@H:12]12. The yield is 0.250. (2) The reactants are [Cl:1][C:2]1[CH:10]=[C:9]2[C:5]([CH:6]=[CH:7][NH:8]2)=[CH:4][C:3]=1[F:11].[CH3:12][C:13](OC(C)=O)=[O:14].[NH2:19][C@H:20]([C:23]([OH:25])=[O:24])[CH2:21]O. The yield is 0.370. The product is [C:13]([NH:19][CH:20]([CH2:21][C:6]1[C:5]2[C:9](=[CH:10][C:2]([Cl:1])=[C:3]([F:11])[CH:4]=2)[NH:8][CH:7]=1)[C:23]([OH:25])=[O:24])(=[O:14])[CH3:12]. The catalyst is CC(O)=O. (3) The reactants are [CH2:1]([O:3][C:4]([C:6]1[CH:15]=[C:14]2[C:9]([CH:10]=[CH:11][CH:12]=[N+:13]2[O-])=[CH:8][CH:7]=1)=[O:5])[CH3:2].C1(C)C=CC(S(Cl)(=O)=O)=CC=1.C(N(CC)CC)C.[CH3:35][OH:36]. No catalyst specified. The product is [CH3:35][O:36][C:12]1[CH:11]=[CH:10][C:9]2[C:14](=[CH:15][C:6]([C:4]([O:3][CH2:1][CH3:2])=[O:5])=[CH:7][CH:8]=2)[N:13]=1. The yield is 0.810. (4) The reactants are [N+:1]([C:4]1[CH:10]=[CH:9][CH:8]=[CH:7][C:5]=1[NH2:6])([O-])=O.C([N:14]1[C:22]2[C:17](=[CH:18][C:19]([C:23](Cl)=O)=[CH:20][CH:21]=2)[C:16]([C:26]2[CH:31]=[CH:30][C:29]([F:32])=[CH:28][CH:27]=2)=[N:15]1)(=O)C.O. The catalyst is N1C=CC=CC=1. The product is [N:6]1[C:5]2[CH:7]=[CH:8][CH:9]=[CH:10][C:4]=2[NH:1][C:23]=1[C:19]1[CH:18]=[C:17]2[C:22](=[CH:21][CH:20]=1)[NH:14][N:15]=[C:16]2[C:26]1[CH:31]=[CH:30][C:29]([F:32])=[CH:28][CH:27]=1. The yield is 0.170.